This data is from Full USPTO retrosynthesis dataset with 1.9M reactions from patents (1976-2016). The task is: Predict the reactants needed to synthesize the given product. (1) Given the product [CH3:16][C:4]1[CH:5]=[C:6]([O:8][CH2:9][CH2:10][CH2:11][S:12]([CH3:15])(=[O:14])=[O:13])[CH:7]=[C:2]([CH3:1])[C:3]=1[C:17]1[CH:22]=[CH:21][CH:20]=[C:19]([CH2:23][O:24][C:25]2[CH:38]=[CH:37][C:28]3[C@H:29]([CH2:32][C:33]([OH:35])=[O:34])[CH2:30][O:31][C:27]=3[CH:26]=2)[CH:18]=1, predict the reactants needed to synthesize it. The reactants are: [CH3:1][C:2]1[CH:7]=[C:6]([O:8][CH2:9][CH2:10][CH2:11][S:12]([CH3:15])(=[O:14])=[O:13])[CH:5]=[C:4]([CH3:16])[C:3]=1[C:17]1[CH:22]=[CH:21][CH:20]=[C:19]([CH2:23][O:24][C:25]2[CH:38]=[CH:37][C:28]3[C@H:29]([CH2:32][C:33]([O:35]C)=[O:34])[CH2:30][O:31][C:27]=3[CH:26]=2)[CH:18]=1.CO.[OH-].[Na+].Cl. (2) Given the product [C:24]([O:28][C:29]([N:4]1[CH2:5][CH2:6][N:1]([C:7]2[CH:14]=[CH:13][CH:12]=[CH:11][C:8]=2[C:9]#[N:10])[CH2:2][CH2:3]1)=[O:30])([CH3:27])([CH3:26])[CH3:25], predict the reactants needed to synthesize it. The reactants are: [N:1]1([C:7]2[CH:14]=[CH:13][CH:12]=[CH:11][C:8]=2[C:9]#[N:10])[CH2:6][CH2:5][NH:4][CH2:3][CH2:2]1.C(N(C(C)C)CC)(C)C.[C:24]([O:28][C:29](O[C:29]([O:28][C:24]([CH3:27])([CH3:26])[CH3:25])=[O:30])=[O:30])([CH3:27])([CH3:26])[CH3:25]. (3) Given the product [Cl:1][C:2]1[N:7]=[CH:6][C:5]([S:8]([N:14]([CH2:12][CH3:13])[C:15]2[CH:16]=[N:17][CH:18]=[CH:19][CH:20]=2)(=[O:10])=[O:9])=[CH:4][CH:3]=1, predict the reactants needed to synthesize it. The reactants are: [Cl:1][C:2]1[N:7]=[CH:6][C:5]([S:8](Cl)(=[O:10])=[O:9])=[CH:4][CH:3]=1.[CH2:12]([NH:14][C:15]1[CH:16]=[N:17][CH:18]=[CH:19][CH:20]=1)[CH3:13].C(N(CC)CC)C. (4) Given the product [CH3:33][N:30]1[C:31]2[C:26](=[CH:25][CH:24]=[C:23]([O:21][CH2:20][CH2:19][CH2:18][CH2:17][N:14]3[CH2:13][CH2:12][N:11]([C:1]4[C:10]5[C:5](=[CH:6][CH:7]=[CH:8][CH:9]=5)[CH:4]=[CH:3][CH:2]=4)[CH2:16][CH2:15]3)[N:32]=2)[CH:27]=[CH:28][C:29]1=[O:34], predict the reactants needed to synthesize it. The reactants are: [C:1]1([N:11]2[CH2:16][CH2:15][N:14]([CH2:17][CH2:18][CH2:19][CH2:20][OH:21])[CH2:13][CH2:12]2)[C:10]2[C:5](=[CH:6][CH:7]=[CH:8][CH:9]=2)[CH:4]=[CH:3][CH:2]=1.Cl[C:23]1[N:32]=[C:31]2[C:26]([CH:27]=[CH:28][C:29](=[O:34])[N:30]2[CH3:33])=[CH:25][CH:24]=1.